This data is from Forward reaction prediction with 1.9M reactions from USPTO patents (1976-2016). The task is: Predict the product of the given reaction. (1) Given the reactants [N+:1]([C:4]1[CH:18]=[CH:17][C:7]([O:8][CH2:9][CH2:10][N:11]2[CH2:16][CH2:15][O:14][CH2:13][CH2:12]2)=[CH:6][CH:5]=1)([O-])=O, predict the reaction product. The product is: [N:11]1([CH2:10][CH2:9][O:8][C:7]2[CH:17]=[CH:18][C:4]([NH2:1])=[CH:5][CH:6]=2)[CH2:16][CH2:15][O:14][CH2:13][CH2:12]1. (2) Given the reactants C(N(C(C)C)CC)(C)C.[CH3:10][O:11][C:12]1[N:13]=[CH:14][C:15]2[CH:21]=[C:20]([C:22]([NH:24][C:25]3[CH:26]=[C:27]([CH:31]=[CH:32][C:33]=3[CH3:34])[C:28]([OH:30])=O)=[O:23])[C:19](=[O:35])[NH:18][C:16]=2[N:17]=1.CN(C(ON1N=NC2C=CC=NC1=2)=[N+](C)C)C.F[P-](F)(F)(F)(F)F.[Cl:60][C:61]1[CH:62]=[C:63]([CH:66]=[CH:67][CH:68]=1)[CH2:64][NH2:65], predict the reaction product. The product is: [Cl:60][C:61]1[CH:62]=[C:63]([CH:66]=[CH:67][CH:68]=1)[CH2:64][NH:65][C:28]([C:27]1[CH:31]=[CH:32][C:33]([CH3:34])=[C:25]([NH:24][C:22]([C:20]2[C:19](=[O:35])[NH:18][C:16]3[N:17]=[C:12]([O:11][CH3:10])[N:13]=[CH:14][C:15]=3[CH:21]=2)=[O:23])[CH:26]=1)=[O:30]. (3) Given the reactants C([O:5][C:6]([CH:8]1[CH:12]([C:13]2[CH:18]=[CH:17][CH:16]=[C:15]([Cl:19])[C:14]=2[F:20])[C:11]([C:23]2[CH:28]=[CH:27][C:26]([Cl:29])=[CH:25][C:24]=2[F:30])([C:21]#[N:22])[CH:10]([CH2:31][C:32]([CH3:36])([CH3:35])[CH:33]=[CH2:34])[NH:9]1)=[O:7])(C)(C)C.[F:37][C:38]([F:43])([F:42])[C:39]([OH:41])=[O:40], predict the reaction product. The product is: [F:37][C:38]([F:43])([F:42])[C:39]([OH:41])=[O:40].[Cl:19][C:15]1[C:14]([F:20])=[C:13]([CH:12]2[C:11]([C:23]3[CH:28]=[CH:27][C:26]([Cl:29])=[CH:25][C:24]=3[F:30])([C:21]#[N:22])[CH:10]([CH2:31][C:32]([CH3:35])([CH3:36])[CH:33]=[CH2:34])[NH:9][CH:8]2[C:6]([OH:7])=[O:5])[CH:18]=[CH:17][CH:16]=1. (4) Given the reactants [C:1]([O:5][C:6]([NH:8][C@H:9]1[CH2:14][CH2:13][CH2:12][C@@H:11]([CH2:15][C:16]([O:18]CC)=[O:17])[CH2:10]1)=[O:7])([CH3:4])([CH3:3])[CH3:2].CO.[OH-].[Na+].CC(=O)OCC, predict the reaction product. The product is: [C:1]([O:5][C:6]([NH:8][C@H:9]1[CH2:14][CH2:13][CH2:12][C@@H:11]([CH2:15][C:16]([OH:18])=[O:17])[CH2:10]1)=[O:7])([CH3:4])([CH3:2])[CH3:3]. (5) Given the reactants [BH4-].[Na+].[Cl:3][C:4]1[CH:5]=[N:6][N:7]([CH3:11])[C:8]=1[CH:9]=[O:10].CO.S(=O)(=O)(O)O, predict the reaction product. The product is: [Cl:3][C:4]1[CH:5]=[N:6][N:7]([CH3:11])[C:8]=1[CH2:9][OH:10].